This data is from Full USPTO retrosynthesis dataset with 1.9M reactions from patents (1976-2016). The task is: Predict the reactants needed to synthesize the given product. (1) Given the product [F:1][C:2]1[CH:15]=[CH:14][C:5]([CH2:6][C:7]2[C:11]([CH3:12])=[N:10][N:9]([C:25]3[CH:24]=[CH:23][C:20]([C:21]#[N:22])=[CH:19][C:18]=3[C:17]([F:16])([F:28])[F:27])[C:8]=2[CH3:13])=[CH:4][CH:3]=1, predict the reactants needed to synthesize it. The reactants are: [F:1][C:2]1[CH:15]=[CH:14][C:5]([CH2:6][C:7]2[C:8]([CH3:13])=[N:9][NH:10][C:11]=2[CH3:12])=[CH:4][CH:3]=1.[F:16][C:17]([F:28])([F:27])[C:18]1[CH:19]=[C:20]([CH:23]=[CH:24][C:25]=1F)[C:21]#[N:22]. (2) Given the product [ClH:1].[NH2:8][CH:9]1[CH2:14][CH2:13][CH:12]([C:15]([N:17]2[CH2:18][CH2:19][O:20][CH2:21][CH2:22]2)=[O:16])[CH2:11][CH2:10]1, predict the reactants needed to synthesize it. The reactants are: [ClH:1].C(OC(=O)[NH:8][CH:9]1[CH2:14][CH2:13][CH:12]([C:15]([N:17]2[CH2:22][CH2:21][O:20][CH2:19][CH2:18]2)=[O:16])[CH2:11][CH2:10]1)(C)(C)C. (3) Given the product [CH2:12]([C:16]1[CH:17]=[CH:18][C:19]([NH:20][C:2]2[CH:7]=[CH:6][CH:5]=[CH:4][C:3]=2[CH2:8][C:9]([OH:11])=[O:10])=[CH:21][CH:22]=1)[CH2:13][CH2:14][CH3:15], predict the reactants needed to synthesize it. The reactants are: Br[C:2]1[CH:7]=[CH:6][CH:5]=[CH:4][C:3]=1[CH2:8][C:9]([OH:11])=[O:10].[CH2:12]([C:16]1[CH:22]=[CH:21][C:19]([NH2:20])=[CH:18][CH:17]=1)[CH2:13][CH2:14][CH3:15]. (4) Given the product [Br:19][C:20]1[C:21]([N:7]2[CH2:8][CH2:9][C:4](=[C:2]([CH3:3])[CH3:1])[CH2:5][CH2:6]2)=[C:22]([C:28](=[O:35])[C:29]([O:31][CH:32]([CH3:33])[CH3:34])=[O:30])[C:23]([CH3:27])=[N:24][C:25]=1[CH3:26], predict the reactants needed to synthesize it. The reactants are: [CH3:1][C:2](=[C:4]1[CH2:9][CH2:8][NH:7][CH2:6][CH2:5]1)[CH3:3].CCN(C(C)C)C(C)C.[Br:19][C:20]1[C:21](Cl)=[C:22]([C:28](=[O:35])[C:29]([O:31][CH:32]([CH3:34])[CH3:33])=[O:30])[C:23]([CH3:27])=[N:24][C:25]=1[CH3:26]. (5) Given the product [OH:1][NH:2][C:3]([C:5]1[C:6]([C:13]([O:14][C:5]([CH3:6])([CH3:10])[CH3:3])=[O:16])=[N:7][C:8]([CH2:11][NH2:12])=[CH:9][CH:10]=1)=[NH:4], predict the reactants needed to synthesize it. The reactants are: [OH:1][NH:2][C:3]([C:5]1[CH:6]=[N:7][C:8]([CH2:11][NH2:12])=[CH:9][CH:10]=1)=[NH:4].[C:13](=[O:16])([O-])[O-:14].[K+].[K+]. (6) Given the product [C:15]([O:19][C:20]([N:5]1[CH2:6][CH2:7][CH:2]([OH:1])[CH2:3][CH2:4]1)=[O:21])([CH3:18])([CH3:17])[CH3:16], predict the reactants needed to synthesize it. The reactants are: [OH:1][CH:2]1[CH2:7][CH2:6][NH:5][CH2:4][CH2:3]1.C(N(CC)CC)C.[C:15]([O:19][C:20](O[C:20]([O:19][C:15]([CH3:18])([CH3:17])[CH3:16])=[O:21])=[O:21])([CH3:18])([CH3:17])[CH3:16]. (7) Given the product [CH2:1]([C:3]1[C:10]([C:11]2[CH:16]=[N:15][C:14]([C:17]3[CH:22]=[CH:21][C:20]([O:23][CH:24]([CH3:25])[CH3:26])=[C:19]([C:27]([F:29])([F:30])[F:28])[CH:18]=3)=[N:13][CH:12]=2)=[CH:9][CH:8]=[CH:7][C:4]=1[CH2:5][N:31]1[CH2:34][CH:33]([C:35]([OH:37])=[O:36])[CH2:32]1)[CH3:2], predict the reactants needed to synthesize it. The reactants are: [CH2:1]([C:3]1[C:10]([C:11]2[CH:12]=[N:13][C:14]([C:17]3[CH:22]=[CH:21][C:20]([O:23][CH:24]([CH3:26])[CH3:25])=[C:19]([C:27]([F:30])([F:29])[F:28])[CH:18]=3)=[N:15][CH:16]=2)=[CH:9][CH:8]=[CH:7][C:4]=1[CH:5]=O)[CH3:2].[NH:31]1[CH2:34][CH:33]([C:35]([OH:37])=[O:36])[CH2:32]1.C(O[BH-](OC(=O)C)OC(=O)C)(=O)C.[Na+].C([O-])(O)=O.[Na+]. (8) Given the product [NH2:13][C:11]1[S:10][C:9]2[CH2:14][CH:5]([N:4]([CH2:3][CH2:2][CH3:1])[CH2:26][CH2:25][CH2:24][CH2:23][CH2:22][C:19]3[CH:20]=[CH:21][C:16]([OH:15])=[C:17]([O:28][CH3:29])[CH:18]=3)[CH2:6][CH2:7][C:8]=2[N:12]=1, predict the reactants needed to synthesize it. The reactants are: [CH3:1][CH2:2][CH2:3][NH:4][C@@H:5]1[CH2:14][C:9]2[S:10][C:11]([NH2:13])=[N:12][C:8]=2[CH2:7][CH2:6]1.[OH:15][C:16]1[CH:21]=[CH:20][C:19]([CH2:22][CH2:23][CH2:24][CH2:25][CH:26]=O)=[CH:18][C:17]=1[O:28][CH3:29].[BH-](OC(C)=O)(OC(C)=O)OC(C)=O.[Na+].CO. (9) Given the product [CH2:16]([C:18]1[C:19]([NH:25][CH:26]([CH2:29][CH3:30])[CH2:27][NH:28][C:5](=[O:6])/[CH:4]=[CH:3]/[C:2]([F:9])([F:8])[F:1])=[N:20][CH:21]=[N:22][C:23]=1[CH3:24])[CH3:17], predict the reactants needed to synthesize it. The reactants are: [F:1][C:2]([F:9])([F:8])/[CH:3]=[CH:4]/[C:5](O)=[O:6].C(Cl)(=O)C(Cl)=O.[CH2:16]([C:18]1[C:19]([NH:25][CH:26]([CH2:29][CH3:30])[CH2:27][NH2:28])=[N:20][CH:21]=[N:22][C:23]=1[CH3:24])[CH3:17].C(N(C(C)C)CC)(C)C.